Regression/Classification. Given a drug SMILES string, predict its absorption, distribution, metabolism, or excretion properties. Task type varies by dataset: regression for continuous measurements (e.g., permeability, clearance, half-life) or binary classification for categorical outcomes (e.g., BBB penetration, CYP inhibition). Dataset: hlm. From a dataset of Human liver microsome stability data. The molecule is CC(C)CCn1c(=O)c(C2=NS(=O)(=O)c3ccccc3N2)c(O)c2cccn21. The result is 1 (stable in human liver microsomes).